Dataset: Catalyst prediction with 721,799 reactions and 888 catalyst types from USPTO. Task: Predict which catalyst facilitates the given reaction. (1) Reactant: [Br:1][C:2]1[CH:7]=[CH:6][C:5]([C:8]2([N:11]([CH2:16][CH2:17][C:18](=[O:25])[C:19]3[CH:24]=[CH:23][CH:22]=[CH:21][CH:20]=3)[C:12](=[O:15])[O:13][CH3:14])[CH2:10][CH2:9]2)=[CH:4][CH:3]=1.[CH3:26][C:27](=[CH2:31])[CH2:28][Mg]Cl. Product: [Br:1][C:2]1[CH:3]=[CH:4][C:5]([C:8]2([N:11]([CH2:16][CH2:17][C:18]([OH:25])([C:19]3[CH:20]=[CH:21][CH:22]=[CH:23][CH:24]=3)[CH2:28][C:27]([CH3:31])=[CH2:26])[C:12](=[O:15])[O:13][CH3:14])[CH2:9][CH2:10]2)=[CH:6][CH:7]=1. The catalyst class is: 1. (2) Reactant: [CH3:1][N:2]1[CH2:7][CH2:6][CH2:5][CH2:4][CH:3]1[CH2:8][OH:9].C(N(CC)CC)C.[CH3:17][S:18](Cl)(=[O:20])=[O:19]. Product: [CH3:17][S:18]([O:9][CH2:8][CH:3]1[CH2:4][CH2:5][CH2:6][CH2:7][N:2]1[CH3:1])(=[O:20])=[O:19]. The catalyst class is: 7. (3) Reactant: [NH2:1][C:2]1[N:7]=[CH:6][C:5]([C:8]2[CH:9]=[C:10]([NH2:19])[C:11]([NH:14][C:15]([CH3:18])([CH3:17])[CH3:16])=[CH:12][CH:13]=2)=[CH:4][N:3]=1.[Cl:20][C:21]1[CH:28]=[CH:27][C:24]([CH:25]=O)=[C:23]([N:29]2[CH:33]=[N:32][CH:31]=[N:30]2)[CH:22]=1.CC1C=CC(S(O)(=O)=O)=CC=1. Product: [C:15]([N:14]1[C:11]2[CH:12]=[CH:13][C:8]([C:5]3[CH:4]=[N:3][C:2]([NH2:1])=[N:7][CH:6]=3)=[CH:9][C:10]=2[N:19]=[C:25]1[C:24]1[CH:27]=[CH:28][C:21]([Cl:20])=[CH:22][C:23]=1[N:29]1[CH:33]=[N:32][CH:31]=[N:30]1)([CH3:16])([CH3:18])[CH3:17]. The catalyst class is: 5. (4) Reactant: [NH2:1][C:2]1[CH:7]=[CH:6][C:5]([C:8]2[C:9]3[CH:23]=[CH:22][C:21]4[C:16](=[CH:17][CH:18]=[CH:19][CH:20]=4)[C:10]=3[NH:11][C:12](=[O:15])[CH2:13][N:14]=2)=[CH:4][CH:3]=1.[CH3:24][O:25][C:26]1[CH:31]=[CH:30][CH:29]=[CH:28][C:27]=1[CH2:32][C:33](O)=[O:34].CN(C(ON1N=NC2C=CC=NC1=2)=[N+](C)C)C.F[P-](F)(F)(F)(F)F.C(N(C(C)C)CC)(C)C. Product: [CH3:24][O:25][C:26]1[CH:31]=[CH:30][CH:29]=[CH:28][C:27]=1[CH2:32][C:33]([NH:1][C:2]1[CH:3]=[CH:4][C:5]([C:8]2[C:9]3[CH:23]=[CH:22][C:21]4[C:16](=[CH:17][CH:18]=[CH:19][CH:20]=4)[C:10]=3[NH:11][C:12](=[O:15])[CH2:13][N:14]=2)=[CH:6][CH:7]=1)=[O:34]. The catalyst class is: 145. (5) Reactant: [O:1]=[C:2]([CH2:8][CH3:9])[CH2:3][C:4]([O:6][CH3:7])=[O:5].Br[CH2:11][CH2:12][CH2:13][CH3:14].C(=O)([O-])[O-].[K+].[K+]. Product: [CH2:11]([CH:3]([C:2](=[O:1])[CH2:8][CH3:9])[C:4]([O:6][CH3:7])=[O:5])[CH2:12][CH2:13][CH3:14]. The catalyst class is: 21. (6) Reactant: CS(O[C@@H:6]1[CH2:11][CH2:10][O:9][CH2:8][C@H:7]1[NH:12][C:13]([O:15][C:16]([CH3:19])([CH3:18])[CH3:17])=[O:14])(=O)=O.[N-:20]=[N+:21]=[N-:22].[Na+].C([O-])(=O)C.[Na+]. Product: [N:20]([C@H:6]1[CH2:11][CH2:10][O:9][CH2:8][C@H:7]1[NH:12][C:13](=[O:14])[O:15][C:16]([CH3:19])([CH3:18])[CH3:17])=[N+:21]=[N-:22]. The catalyst class is: 3. (7) Reactant: [Br:1][C:2]1[CH:3]=[C:4]([NH2:22])[C:5]([NH:17][CH2:18][CH:19]([CH3:21])[CH3:20])=[C:6]([CH:8]([C:11]2[CH:16]=[CH:15][CH:14]=[CH:13][CH:12]=2)[CH:9]=[CH2:10])[CH:7]=1.[F:23][C:24]1[CH:29]=[CH:28][CH:27]=[CH:26][C:25]=1[N:30]=[C:31]=[O:32]. Product: [Br:1][C:2]1[CH:7]=[C:6]([CH:8]([C:11]2[CH:12]=[CH:13][CH:14]=[CH:15][CH:16]=2)[CH:9]=[CH2:10])[C:5]([NH:17][CH2:18][CH:19]([CH3:20])[CH3:21])=[C:4]([NH:22][C:31]([NH:30][C:25]2[CH:26]=[CH:27][CH:28]=[CH:29][C:24]=2[F:23])=[O:32])[CH:3]=1. The catalyst class is: 1.